This data is from NCI-60 drug combinations with 297,098 pairs across 59 cell lines. The task is: Regression. Given two drug SMILES strings and cell line genomic features, predict the synergy score measuring deviation from expected non-interaction effect. (1) Drug 1: CC1=C(C=C(C=C1)NC(=O)C2=CC=C(C=C2)CN3CCN(CC3)C)NC4=NC=CC(=N4)C5=CN=CC=C5. Drug 2: CC1CCC2CC(C(=CC=CC=CC(CC(C(=O)C(C(C(=CC(C(=O)CC(OC(=O)C3CCCCN3C(=O)C(=O)C1(O2)O)C(C)CC4CCC(C(C4)OC)OCCO)C)C)O)OC)C)C)C)OC. Cell line: 786-0. Synergy scores: CSS=-5.50, Synergy_ZIP=3.30, Synergy_Bliss=2.44, Synergy_Loewe=-6.75, Synergy_HSA=-6.16. (2) Drug 1: CC(CN1CC(=O)NC(=O)C1)N2CC(=O)NC(=O)C2. Drug 2: CN(C(=O)NC(C=O)C(C(C(CO)O)O)O)N=O. Cell line: NCI-H322M. Synergy scores: CSS=4.08, Synergy_ZIP=-0.563, Synergy_Bliss=3.26, Synergy_Loewe=1.76, Synergy_HSA=3.60. (3) Drug 1: CC=C1C(=O)NC(C(=O)OC2CC(=O)NC(C(=O)NC(CSSCCC=C2)C(=O)N1)C(C)C)C(C)C. Drug 2: CC(C)CN1C=NC2=C1C3=CC=CC=C3N=C2N. Cell line: NCI-H226. Synergy scores: CSS=55.8, Synergy_ZIP=-0.0317, Synergy_Bliss=-6.46, Synergy_Loewe=-45.1, Synergy_HSA=-8.63. (4) Drug 1: CC1C(C(CC(O1)OC2CC(CC3=C2C(=C4C(=C3O)C(=O)C5=C(C4=O)C(=CC=C5)OC)O)(C(=O)CO)O)N)O.Cl. Drug 2: C1CN(P(=O)(OC1)NCCCl)CCCl. Cell line: NCI-H322M. Synergy scores: CSS=0.517, Synergy_ZIP=0.680, Synergy_Bliss=0.463, Synergy_Loewe=-0.346, Synergy_HSA=-0.533.